Dataset: B-cell epitopes from PDB crystal structures with 447 antigens. Task: Token-level Classification. Given an antigen amino acid sequence, predict which amino acid positions are active epitope sites capable of antibody binding. Output is a list of indices for active positions. (1) Given the antigen sequence: EVLSNCREKRKGMKWDCKKKNYVCIPDRRIQLCIVNLSIIKTYTKETMKDHFIEASKKESQLLLKKNDNKYNSKFCNDLKNSFLDYGHLAMGNDMDFGYSTKAENKIQEVFKISEHKIKNFRKKWWNEFREKLWEAMLSEHKNNINNCKNIPQEELQITQWIKEWHGEFLLERDNRSKLPKSKCKLYEACEKCIDPCMKYRDWIIRSKFEWHTLSKEYETQKVPKENAENYLIKISDAKVSLLLNNCDAEYSKYCDC, which amino acid positions are active epitope sites? The epitope positions are: [130, 133, 134, 137, 141, 142, 144, 145, 148, 149, 150]. The amino acids at these positions are: EWELKNINKNI. (2) Given the antigen sequence: PAWTQCQQLSQKLCTLAWSAHPLVDVPHIQCGDGCDPQGLRDNSQFCLQRIHQGLIFYEKLLGSDIFTGEPSLLPDSPVGQLHASLLGLSQLLQPLSPSQPWQRLLLRFKILRSLQAFVAVAARVFAHGAATL, which amino acid positions are active epitope sites? The epitope positions are: [58, 62, 63, 64, 67, 68, 69, 70, 71, 82, 97, 98, 99, 100, 101, 103, 104]. The amino acids at these positions are: EGSDTGEPSHPSQPWRL. (3) Given the antigen sequence: TQVCTGTDMKLRLPASPETHLDMLRHLYQGCQVVQGNLELTYLPTNASLSFLQDIQEVQGYVLIAHNQVRQVPLQRLRIVRGTQLFEDNYALAVLDNGDPSPGGLRELQLRSLTEILKGGVLIQRNPQLCYQDTILWKDIFHKNNQLALTLIDTNRSRACHPCSPMCKGSRCWGESSEDCQSLTRTVCAGGCARCKGPLPTDCCHEQCAAGCTGPKHSDCLACLHFNHSGICELHCPALVTYNTDTFESMPNPEGRYTFGASCVTACPYNYLSTDVGSCTLVCPLHNQEVTAEDGTQRCEKCSKPCARVCYGLGMEHLREVRAVTSANIQEFAGCKKIFGSLAFLPESFDGNTAPLQPEQLQVFETLEEITGYLYISAWPDSLPDLSVFQNLQVIRGRILHNGAYSLTLQGLGISWLGLRSLRELGSGLALIHHNTHLCFVHTVPWDQLFRNPHQALLHTANRPEDECVGEGLACHQLCARGHCWGPGPTQCVNCSQFLR..., which amino acid positions are active epitope sites? The epitope positions are: [542, 543, 545, 546, 554, 555, 556, 557, 558, 564, 568, 575, 576, 577, 578, 579]. The amino acids at these positions are: PEDQKDPPFPKACQPC. (4) Given the antigen sequence: LENVTENFNMWKNNMVEQMHEDIISLWDQSLKPCVKLTPLCVGAGSCNTSVITQACPKVSFEPIPIHYCAPAGFAILKCNDKKFNGTGPCTNVSTVQCTHGIRPVVSTQLLLNGSLAEEEIVIRSENFTNNAKTIIVQLNESVVINCTGAGHCNLSKTQWENTLEQIAIKLKEQFGNNKTIIFNPSSGGDPEIVTHSFNCGGEFFYCNSTQLFTWNDTRKLNNTGRNITLPCRIKQIINMWQEVGKAMYAPPIRGQIRCSSNITGLLLTRDGGKDTNGTEIFRPGGGDMRDNWRSELYKYKVVKIE, which amino acid positions are active epitope sites? The epitope positions are: [33, 34, 36, 50, 52, 53, 232, 234, 235, 236, 247, 250]. The amino acids at these positions are: CVLVTQRKQIMP. (5) Given the antigen sequence: PFLKCYCSGHCPDDAINNTCITNGHCFAIIEEDDQGETTLASGCMKYEGSDFQCKDSPKAQLRRTIECCRTNLCNQYLQPTLPPV, which amino acid positions are active epitope sites? The epitope positions are: [9, 26, 28, 30, 33, 40, 43, 44, 45, 46, 47, 50, 52, 56, 57, 58, 59, 60, 61, 62... (21 total positions)]. The amino acids at these positions are: HFIEDACMKYEDQSPKAQLRR.